Dataset: Forward reaction prediction with 1.9M reactions from USPTO patents (1976-2016). Task: Predict the product of the given reaction. Given the reactants Cl[C:2]1[N:7]=[CH:6][N:5]=[C:4]([NH2:8])[C:3]=1[CH:9]([CH3:11])[CH3:10].FC(F)(F)C(O)=O.[CH2:19]([O:26][C:27](=[O:55])[N:28]([CH2:53][CH3:54])[CH2:29][CH2:30][N:31]1[CH:35]=[C:34]([C:36]2[CH:41]=[CH:40][C:39]([F:42])=[C:38]([C:43]([F:46])([F:45])[F:44])[CH:37]=2)[N:33]=[C:32]1[CH:47]1[CH2:52][CH2:51][NH:50][CH2:49][CH2:48]1)[C:20]1[CH:25]=[CH:24][CH:23]=[CH:22][CH:21]=1.C([O-])([O-])=O.[Cs+].[Cs+], predict the reaction product. The product is: [CH2:19]([O:26][C:27](=[O:55])[N:28]([CH2:29][CH2:30][N:31]1[CH:35]=[C:34]([C:36]2[CH:41]=[CH:40][C:39]([F:42])=[C:38]([C:43]([F:45])([F:46])[F:44])[CH:37]=2)[N:33]=[C:32]1[CH:47]1[CH2:48][CH2:49][N:50]([C:2]2[C:3]([CH:9]([CH3:11])[CH3:10])=[C:4]([NH2:8])[N:5]=[CH:6][N:7]=2)[CH2:51][CH2:52]1)[CH2:53][CH3:54])[C:20]1[CH:21]=[CH:22][CH:23]=[CH:24][CH:25]=1.